Dataset: NCI-60 drug combinations with 297,098 pairs across 59 cell lines. Task: Regression. Given two drug SMILES strings and cell line genomic features, predict the synergy score measuring deviation from expected non-interaction effect. (1) Drug 1: C1=NC2=C(N=C(N=C2N1C3C(C(C(O3)CO)O)O)F)N. Drug 2: C1=NC2=C(N1)C(=S)N=CN2. Cell line: SN12C. Synergy scores: CSS=35.2, Synergy_ZIP=-3.43, Synergy_Bliss=0.353, Synergy_Loewe=-4.37, Synergy_HSA=1.57. (2) Drug 1: C1=NC2=C(N1)C(=S)N=C(N2)N. Drug 2: CC1=C(C(CCC1)(C)C)C=CC(=CC=CC(=CC(=O)O)C)C. Cell line: TK-10. Synergy scores: CSS=30.4, Synergy_ZIP=-4.36, Synergy_Bliss=0.736, Synergy_Loewe=-3.90, Synergy_HSA=0.993. (3) Drug 2: C1CN(P(=O)(OC1)NCCCl)CCCl. Cell line: ACHN. Synergy scores: CSS=3.35, Synergy_ZIP=3.85, Synergy_Bliss=7.55, Synergy_Loewe=2.74, Synergy_HSA=2.90. Drug 1: CCC(=C(C1=CC=CC=C1)C2=CC=C(C=C2)OCCN(C)C)C3=CC=CC=C3.C(C(=O)O)C(CC(=O)O)(C(=O)O)O. (4) Drug 1: C1=CC=C(C=C1)NC(=O)CCCCCCC(=O)NO. Cell line: MALME-3M. Drug 2: C1=NC2=C(N1)C(=S)N=CN2. Synergy scores: CSS=19.3, Synergy_ZIP=-6.11, Synergy_Bliss=2.87, Synergy_Loewe=3.74, Synergy_HSA=4.65.